The task is: Predict the reactants needed to synthesize the given product.. This data is from Full USPTO retrosynthesis dataset with 1.9M reactions from patents (1976-2016). (1) Given the product [CH3:25][N:23]([CH3:24])[C:20]1[CH:19]=[CH:18][C:17]([C:15](=[O:16])[CH:14]([CH3:26])/[CH:13]=[C:12](\[CH3:27])/[CH:11]=[CH:10]/[CH:9]=[O:8])=[CH:22][CH:21]=1, predict the reactants needed to synthesize it. The reactants are: [Si]([O:8][CH2:9]/[CH:10]=[CH:11]/[C:12](/[CH3:27])=[CH:13]/[CH:14]([CH3:26])[C:15]([C:17]1[CH:22]=[CH:21][C:20]([N:23]([CH3:25])[CH3:24])=[CH:19][CH:18]=1)=[O:16])(C(C)(C)C)(C)C.C(C1C(=O)C(Cl)=C(Cl)C(=O)C=1C#N)#N.CCOC(C)=O. (2) Given the product [F:20][C:3]([F:2])([F:19])[C:4]1[CH:5]=[C:6]([CH:16]=[CH:17][CH:18]=1)[CH2:7][O:8][N:9]=[C:10]1[CH2:15][CH2:14][N:13]([C:31](=[O:32])[CH2:30][CH2:29][CH:28]([C:34]2[CH:39]=[CH:38][C:37]([F:40])=[CH:36][CH:35]=2)[C:25]2[CH:26]=[CH:27][C:22]([F:21])=[CH:23][CH:24]=2)[CH2:12][CH2:11]1, predict the reactants needed to synthesize it. The reactants are: Cl.[F:2][C:3]([F:20])([F:19])[C:4]1[CH:5]=[C:6]([CH:16]=[CH:17][CH:18]=1)[CH2:7][O:8][N:9]=[C:10]1[CH2:15][CH2:14][NH:13][CH2:12][CH2:11]1.[F:21][C:22]1[CH:27]=[CH:26][C:25]([CH:28]([C:34]2[CH:39]=[CH:38][C:37]([F:40])=[CH:36][CH:35]=2)[CH2:29][CH2:30][C:31](O)=[O:32])=[CH:24][CH:23]=1.ON1C2C=CC=CC=2N=N1.Cl.C(N=C=NCCCN(C)C)C.C(N(CC)CC)C.C([O-])(O)=O.[Na+].